Dataset: Catalyst prediction with 721,799 reactions and 888 catalyst types from USPTO. Task: Predict which catalyst facilitates the given reaction. (1) The catalyst class is: 41. Reactant: [CH3:1][C@@H:2]1[CH2:6][C:5]2[C:7]([CH:13]3[CH2:18][CH2:17][N:16]([CH3:19])[CH2:15][CH2:14]3)=[C:8]([CH3:12])[CH:9]=[C:10]([NH2:11])[C:4]=2[O:3]1.C(O)(C(F)(F)F)=O.Cl[C:28]1[N:33]=[CH:32][N:31]=[C:30]([NH:34][C:35]2[CH:40]=[CH:39][CH:38]=[CH:37][C:36]=2[S:41]([CH:44]([CH3:46])[CH3:45])(=[O:43])=[O:42])[N:29]=1. Product: [CH3:1][C@@H:2]1[CH2:6][C:5]2[C:7]([CH:13]3[CH2:18][CH2:17][N:16]([CH3:19])[CH2:15][CH2:14]3)=[C:8]([CH3:12])[CH:9]=[C:10]([NH:11][C:32]3[N:31]=[C:30]([NH:34][C:35]4[CH:40]=[CH:39][CH:38]=[CH:37][C:36]=4[S:41]([CH:44]([CH3:46])[CH3:45])(=[O:42])=[O:43])[N:29]=[CH:28][N:33]=3)[C:4]=2[O:3]1. (2) Reactant: [ClH:1].Cl.[CH2:3]([N:12]1[CH2:17][CH2:16][NH:15][CH2:14][CH2:13]1)[C:4]([C:6]1[CH:11]=[CH:10][CH:9]=[CH:8][CH:7]=1)=[O:5].[CH3:18][O:19][C:20]1[CH:27]=[CH:26][C:25]([N+:28]([O-:30])=[O:29])=[CH:24][C:21]=1[CH2:22]Br.C([O-])([O-])=O.[K+].[K+]. Product: [ClH:1].[ClH:1].[CH3:18][O:19][C:20]1[CH:27]=[CH:26][C:25]([N+:28]([O-:30])=[O:29])=[CH:24][C:21]=1[CH2:22][N:15]1[CH2:16][CH2:17][N:12]([CH2:3][C:4]([C:6]2[CH:7]=[CH:8][CH:9]=[CH:10][CH:11]=2)=[O:5])[CH2:13][CH2:14]1. The catalyst class is: 21. (3) Reactant: [F:1][C:2]1[CH:7]=[CH:6][C:5]([C:8]2[O:9][C:10]3[CH:20]=[C:19]([N:21]([CH3:26])[S:22]([CH3:25])(=[O:24])=[O:23])[C:18]([CH:27]4[O:32][CH2:31][CH2:30][NH:29][CH2:28]4)=[CH:17][C:11]=3[C:12]=2[C:13]([NH:15][CH3:16])=[O:14])=[CH:4][CH:3]=1.[C:33]([O:37][C:38]([N:40]1[C:48]2[C:43](=[CH:44][CH:45]=[CH:46][C:47]=2[F:49])[CH:42]=[C:41]1[C:50](O)=[O:51])=[O:39])([CH3:36])([CH3:35])[CH3:34].CN(C(ON1N=NC2C=CC=NC1=2)=[N+](C)C)C.F[P-](F)(F)(F)(F)F.CCN(CC)CC. Product: [F:49][C:47]1[CH:46]=[CH:45][CH:44]=[C:43]2[C:48]=1[N:40]([C:38]([O:37][C:33]([CH3:34])([CH3:36])[CH3:35])=[O:39])[C:41]([C:50]([N:29]1[CH2:30][CH2:31][O:32][CH:27]([C:18]3[C:19]([N:21]([CH3:26])[S:22]([CH3:25])(=[O:23])=[O:24])=[CH:20][C:10]4[O:9][C:8]([C:5]5[CH:4]=[CH:3][C:2]([F:1])=[CH:7][CH:6]=5)=[C:12]([C:13](=[O:14])[NH:15][CH3:16])[C:11]=4[CH:17]=3)[CH2:28]1)=[O:51])=[CH:42]2. The catalyst class is: 18. (4) Reactant: [CH2:1]([CH:3]1[N:12]2[C:7](=[CH:8][C:9](=[O:18])[C:10]([C:13]([O:15]CC)=[O:14])=[CH:11]2)[C:6]2[CH:19]=[C:20]([O:28][CH3:29])[C:21]([O:23][CH2:24][CH2:25][S:26][CH3:27])=[CH:22][C:5]=2[CH2:4]1)[CH3:2].O[Li].O. Product: [CH2:1]([CH:3]1[N:12]2[C:7](=[CH:8][C:9](=[O:18])[C:10]([C:13]([OH:15])=[O:14])=[CH:11]2)[C:6]2[CH:19]=[C:20]([O:28][CH3:29])[C:21]([O:23][CH2:24][CH2:25][S:26][CH3:27])=[CH:22][C:5]=2[CH2:4]1)[CH3:2]. The catalyst class is: 24.